This data is from Forward reaction prediction with 1.9M reactions from USPTO patents (1976-2016). The task is: Predict the product of the given reaction. (1) Given the reactants [CH3:1][O:2][C:3]1[CH:4]=[C:5]2[C:10](=[C:11]([NH2:13])[CH:12]=1)[N:9]=[CH:8][CH:7]=[CH:6]2.Cl[S:15]([OH:18])(=O)=[O:16].P(Cl)(Cl)(Cl)(Cl)Cl.CCN(C(C)C)C(C)C.[F:34][C:35]1[CH:41]=[CH:40][CH:39]=[C:38]([F:42])[C:36]=1[NH2:37], predict the reaction product. The product is: [F:34][C:35]1[CH:41]=[CH:40][CH:39]=[C:38]([F:42])[C:36]=1[NH:37][S:15]([NH:13][C:11]1[CH:12]=[C:3]([O:2][CH3:1])[CH:4]=[C:5]2[C:10]=1[N:9]=[CH:8][CH:7]=[CH:6]2)(=[O:18])=[O:16]. (2) Given the reactants [N:1]1[C:10]2[C:5](=[CH:6][C:7]([C:11]([OH:13])=O)=[CH:8][CH:9]=2)[N:4]=[CH:3][CH:2]=1.C(Cl)(=O)C([Cl:17])=O.CN(C=O)C, predict the reaction product. The product is: [N:1]1[C:10]2[C:5](=[CH:6][C:7]([C:11]([Cl:17])=[O:13])=[CH:8][CH:9]=2)[N:4]=[CH:3][CH:2]=1.